This data is from Forward reaction prediction with 1.9M reactions from USPTO patents (1976-2016). The task is: Predict the product of the given reaction. (1) The product is: [CH:1]1([NH:4][C:5](=[O:23])[C:6]2[CH:11]=[C:10]([C:12]3[CH:13]=[C:14]4[C:18](=[CH:19][CH:20]=3)[N:17]([CH2:27][C:28]3[CH:29]=[CH:30][C:31]([C:34]([F:35])([F:36])[F:37])=[CH:32][CH:33]=3)[N:16]=[CH:15]4)[C:9]([CH3:21])=[C:8]([F:22])[CH:7]=2)[CH2:2][CH2:3]1. Given the reactants [CH:1]1([NH:4][C:5](=[O:23])[C:6]2[CH:11]=[C:10]([C:12]3[CH:13]=[C:14]4[C:18](=[CH:19][CH:20]=3)[NH:17][N:16]=[CH:15]4)[C:9]([CH3:21])=[C:8]([F:22])[CH:7]=2)[CH2:3][CH2:2]1.[H-].[Na+].Br[CH2:27][C:28]1[CH:33]=[CH:32][C:31]([C:34]([F:37])([F:36])[F:35])=[CH:30][CH:29]=1, predict the reaction product. (2) Given the reactants [C:1]([O:5][C:6]([NH:8][C:9]1[CH:14]=[C:13]([CH2:15][C:16](OCC)=[O:17])[CH:12]=[CH:11][N:10]=1)=[O:7])([CH3:4])([CH3:3])[CH3:2].CC(C[AlH]CC(C)C)C, predict the reaction product. The product is: [OH:17][CH2:16][CH2:15][C:13]1[CH:12]=[CH:11][N:10]=[C:9]([NH:8][C:6](=[O:7])[O:5][C:1]([CH3:3])([CH3:2])[CH3:4])[CH:14]=1. (3) Given the reactants C[C:2](C)(C(C)=C)[C:3](=[O:5])C.[NH:10]1[C:18]2[C:13](=[CH:14][CH:15]=[CH:16][CH:17]=2)[CH:12]=[CH:11]1.N1[C:27]2[C:22](=[CH:23]C=C[CH:26]=2)[CH2:21]C=1.Cl[Sn](Cl)(Cl)Cl.Cl[CH2:34]CCl, predict the reaction product. The product is: [CH3:34][C:27](=[C:22]([CH3:21])[CH3:23])[CH2:26][CH:11]1[CH2:12][C:13]2[C:18](=[CH:17][CH:16]=[CH:15][CH:14]=2)[N:10]1[C:3](=[O:5])[CH3:2].